Dataset: Forward reaction prediction with 1.9M reactions from USPTO patents (1976-2016). Task: Predict the product of the given reaction. (1) Given the reactants Br[CH:2]([C:11]([C:13]1[C:22]2[C:17](=[CH:18][CH:19]=[CH:20][CH:21]=2)[C:16]([F:23])=[CH:15][CH:14]=1)=[O:12])[CH2:3][CH2:4][CH2:5][C:6]([O:8][CH2:9][CH3:10])=[O:7].C([O-])=[O:25].[Na+].CO, predict the reaction product. The product is: [F:23][C:16]1[C:17]2[C:22](=[CH:21][CH:20]=[CH:19][CH:18]=2)[C:13]([C:11](=[O:12])[CH:2]([OH:25])[CH2:3][CH2:4][CH2:5][C:6]([O:8][CH2:9][CH3:10])=[O:7])=[CH:14][CH:15]=1. (2) Given the reactants [CH3:1][N:2]([S:12]([C:15]1[CH:20]=[CH:19][C:18]([C:21]([F:24])([F:23])[F:22])=[CH:17][CH:16]=1)(=[O:14])=[O:13])[C@H:3]1[CH2:8][CH2:7][C@H:6]([C:9]([OH:11])=O)[CH2:5][CH2:4]1.C(Cl)(=O)C(Cl)=O.[CH3:31][N:32]([CH3:37])[CH2:33][CH2:34][NH:35][CH3:36], predict the reaction product. The product is: [CH3:31][N:32]([CH3:37])[CH2:33][CH2:34][N:35]([CH3:36])[C:9]([C@H:6]1[CH2:5][CH2:4][C@H:3]([N:2]([CH3:1])[S:12]([C:15]2[CH:20]=[CH:19][C:18]([C:21]([F:22])([F:24])[F:23])=[CH:17][CH:16]=2)(=[O:13])=[O:14])[CH2:8][CH2:7]1)=[O:11]. (3) Given the reactants [NH:1]1[C:5]([C:6]2[CH:11]=[CH:10][CH:9]=[CH:8][C:7]=2B(O)O)=[N:4][N:3]=[N:2]1.Br[C:16]1[CH:17]=[CH:18][C:19]([N:33]([CH2:38][CH:39]([CH3:41])[CH3:40])[CH2:34][CH:35]([CH3:37])[CH3:36])=[C:20]([NH:22][C:23]([NH:25][C:26]2[CH:31]=[CH:30][C:29]([CH3:32])=[CH:28][CH:27]=2)=[O:24])[CH:21]=1.C(=O)([O-])[O-].[K+].[K+], predict the reaction product. The product is: [CH2:34]([N:33]([CH2:38][CH:39]([CH3:41])[CH3:40])[C:19]1[CH:18]=[CH:17][C:16]([C:7]2[CH:8]=[CH:9][CH:10]=[CH:11][C:6]=2[C:5]2[NH:4][N:3]=[N:2][N:1]=2)=[CH:21][C:20]=1[NH:22][C:23]([NH:25][C:26]1[CH:31]=[CH:30][C:29]([CH3:32])=[CH:28][CH:27]=1)=[O:24])[CH:35]([CH3:37])[CH3:36]. (4) Given the reactants [C:1]([C:5]1[CH:6]=[C:7]([NH:24][C:25](=[O:46])[CH2:26][C:27]2[CH:32]=[CH:31][C:30]([S:33][C:34]3[CH:35]=[CH:36][C:37]4[N:38]([C:40]([CH:43]([CH3:45])[CH3:44])=[N:41][N:42]=4)[CH:39]=3)=[CH:29][CH:28]=2)[N:8]([C:10]2[CH:15]=[CH:14][C:13]([O:16][Si](C(C)(C)C)(C)C)=[CH:12][CH:11]=2)[N:9]=1)([CH3:4])([CH3:3])[CH3:2].F.F.F.C(N(CC)CC)C, predict the reaction product. The product is: [C:1]([C:5]1[CH:6]=[C:7]([NH:24][C:25](=[O:46])[CH2:26][C:27]2[CH:32]=[CH:31][C:30]([S:33][C:34]3[CH:35]=[CH:36][C:37]4[N:38]([C:40]([CH:43]([CH3:44])[CH3:45])=[N:41][N:42]=4)[CH:39]=3)=[CH:29][CH:28]=2)[N:8]([C:10]2[CH:15]=[CH:14][C:13]([OH:16])=[CH:12][CH:11]=2)[N:9]=1)([CH3:4])([CH3:3])[CH3:2]. (5) Given the reactants [C@H:1]12[CH2:6][C@H:5]1[CH2:4][C@@H:3]([CH2:7][NH:8][C:9]([C:11]1[N:18]3[C:14]([S:15][CH:16]=[CH:17]3)=[N:13][C:12]=1[CH3:19])=[O:10])[NH:2]2.[F:20][C:21]1[CH:26]=[CH:25][CH:24]=[CH:23][C:22]=1[C:27]1[C:28]([C:33](O)=[O:34])=[CH:29][CH:30]=[CH:31][CH:32]=1, predict the reaction product. The product is: [F:20][C:21]1[CH:26]=[CH:25][CH:24]=[CH:23][C:22]=1[C:27]1[C:28]([C:33]([N:2]2[C@H:3]([CH2:7][NH:8][C:9]([C:11]3[N:18]4[C:14]([S:15][CH:16]=[CH:17]4)=[N:13][C:12]=3[CH3:19])=[O:10])[CH2:4][C@H:5]3[C@@H:1]2[CH2:6]3)=[O:34])=[CH:29][CH:30]=[CH:31][CH:32]=1. (6) Given the reactants [Cl:1][C:2]1[C:3]([CH:8]2[CH2:13][CH2:12][CH2:11][CH:10]([C:14]3[C:19]([Cl:20])=[CH:18][CH:17]=[CH:16][N:15]=3)[NH:9]2)=[N:4][CH:5]=[CH:6][CH:7]=1.[CH3:21][O:22][C:23](=[O:34])[C:24]1[CH:29]=[C:28]([C:30]#[N:31])[CH:27]=[CH:26][C:25]=1[CH2:32]Br.CCN(C(C)C)C(C)C, predict the reaction product. The product is: [CH3:21][O:22][C:23](=[O:34])[C:24]1[CH:29]=[C:28]([C:30]#[N:31])[CH:27]=[CH:26][C:25]=1[CH2:32][N:9]1[CH:10]([C:14]2[C:19]([Cl:20])=[CH:18][CH:17]=[CH:16][N:15]=2)[CH2:11][CH2:12][CH2:13][CH:8]1[C:3]1[C:2]([Cl:1])=[CH:7][CH:6]=[CH:5][N:4]=1. (7) Given the reactants Cl[C:2]1[C:11]2[C:6](=[CH:7][C:8]([Cl:16])=[C:9]([C:12]([F:15])([F:14])[F:13])[CH:10]=2)[N:5]=[CH:4][N:3]=1.CCN(CC)CC.[N:24]1([C:30]([O:32][C:33]([CH3:36])([CH3:35])[CH3:34])=[O:31])[CH2:29][CH2:28][NH:27][CH2:26][CH2:25]1, predict the reaction product. The product is: [Cl:16][C:8]1[CH:7]=[C:6]2[C:11]([C:2]([N:27]3[CH2:26][CH2:25][N:24]([C:30]([O:32][C:33]([CH3:36])([CH3:35])[CH3:34])=[O:31])[CH2:29][CH2:28]3)=[N:3][CH:4]=[N:5]2)=[CH:10][C:9]=1[C:12]([F:15])([F:14])[F:13]. (8) Given the reactants [CH3:13][CH:12]([O:11][C:9](/N=N/[C:9]([O:11][CH:12]([CH3:14])[CH3:13])=O)=O)[CH3:14].[Br:15][C:16]1[CH:17]=[CH:18][C:19]2[O:23][N:22]=[C:21]([OH:24])[C:20]=2[CH:25]=1.C1(P(C2C=CC=CC=2)C2C=CC=CC=2)C=CC=CC=1.O1CCC1CO, predict the reaction product. The product is: [Br:15][C:16]1[CH:17]=[CH:18][C:19]2[O:23][N:22]=[C:21]([O:24][CH2:14][CH:12]3[CH2:13][CH2:9][O:11]3)[C:20]=2[CH:25]=1. (9) Given the reactants [C:1]([C:3]1[CH:10]=[CH:9][C:6]([CH2:7]Br)=[CH:5][CH:4]=1)#[N:2].[O-:11][S:12]([O-:14])=[O:13].[Na+:15].[Na+], predict the reaction product. The product is: [C:1]([C:3]1[CH:10]=[CH:9][C:6]([CH2:7][S:12]([O-:14])(=[O:13])=[O:11])=[CH:5][CH:4]=1)#[N:2].[Na+:15]. (10) Given the reactants Cl.[NH2:2][CH:3]1[CH2:8][CH2:7][C:6]([CH3:9])=[CH:5][CH2:4]1.N1C=CC=CC=1.[F:16][C:17]1[CH:25]=[CH:24][C:20]([C:21](Cl)=[O:22])=[CH:19][CH:18]=1.O, predict the reaction product. The product is: [F:16][C:17]1[CH:25]=[CH:24][C:20]([C:21]([NH:2][CH:3]2[CH2:8][CH2:7][C:6]([CH3:9])=[CH:5][CH2:4]2)=[O:22])=[CH:19][CH:18]=1.